This data is from Peptide-MHC class II binding affinity with 134,281 pairs from IEDB. The task is: Regression. Given a peptide amino acid sequence and an MHC pseudo amino acid sequence, predict their binding affinity value. This is MHC class II binding data. The peptide sequence is ASEVFKAVEAYLVAH. The MHC is HLA-DPA10201-DPB11401 with pseudo-sequence HLA-DPA10201-DPB11401. The binding affinity (normalized) is 0.659.